Task: Predict the reactants needed to synthesize the given product.. Dataset: Full USPTO retrosynthesis dataset with 1.9M reactions from patents (1976-2016) (1) Given the product [CH3:3][C:4]1[O:8][C:7]([C:9]2[CH:14]=[CH:13][CH:12]=[CH:11][CH:10]=2)=[N:6][C:5]=1[CH2:15][O:16][C:17]1[CH:37]=[CH:36][C:20]([CH2:21][O:22]/[N:23]=[C:24](/[C:30]2[CH:31]=[N:32][CH:33]=[CH:34][CH:35]=2)\[C:25]([OH:27])=[O:26])=[CH:19][CH:18]=1, predict the reactants needed to synthesize it. The reactants are: [OH-].[Na+].[CH3:3][C:4]1[O:8][C:7]([C:9]2[CH:14]=[CH:13][CH:12]=[CH:11][CH:10]=2)=[N:6][C:5]=1[CH2:15][O:16][C:17]1[CH:37]=[CH:36][C:20]([CH2:21][O:22]/[N:23]=[C:24](/[C:30]2[CH:31]=[N:32][CH:33]=[CH:34][CH:35]=2)\[C:25]([O:27]CC)=[O:26])=[CH:19][CH:18]=1.CO.Cl. (2) Given the product [OH:37][CH:36]([C:38]1[CH:39]=[CH:40][C:41]([N+:44]([O-:46])=[O:45])=[CH:42][CH:43]=1)[CH2:35][NH:34][C:16]([C@@H:9]1[CH2:10][C:11](=[N:13][O:14][CH3:15])[CH2:12][N:8]1[C:6](=[O:7])[C:28]1[CH:27]=[CH:26][C:25]([C:21]2[CH:20]=[N:19][CH:24]=[CH:23][CH:22]=2)=[CH:33][CH:32]=1)=[O:18], predict the reactants needed to synthesize it. The reactants are: C(O[C:6]([N:8]1[CH2:12][C:11](=[N:13][O:14][CH3:15])[CH2:10][C@H:9]1[C:16]([OH:18])=O)=[O:7])(C)(C)C.[N:19]1[CH:24]=[CH:23][CH:22]=[C:21]([C:25]2[CH:33]=[CH:32][C:28](C(O)=O)=[CH:27][CH:26]=2)[CH:20]=1.[NH2:34][CH2:35][CH:36]([C:38]1[CH:43]=[CH:42][C:41]([N+:44]([O-:46])=[O:45])=[CH:40][CH:39]=1)[OH:37]. (3) Given the product [OH:1][C@@H:2]1[CH2:26][C@H:25]2[C@:20]([CH3:61])([CH2:21][CH2:22][C@H:23]([O:27][CH2:28][CH2:29][N:30]([C:32]3[CH:37]=[CH:36][C:35]([C@H:38]4[CH2:55][C@@:53]5([CH3:54])[C@@H:49]([CH2:50][CH2:51][C@:52]5([OH:59])[C:56]#[C:57][CH3:58])[C@H:48]5[C:39]4=[C:40]4[C:45]([CH2:46][CH2:47]5)=[CH:44][C:43](=[O:60])[CH2:42][CH2:41]4)=[CH:34][CH:33]=3)[CH3:31])[CH2:24]2)[C@@H:19]2[C@@H:3]1[C@H:4]1[C@:16]([CH3:63])([C@@H:17]([OH:62])[CH2:18]2)[C@@H:7]([C@H:8]([CH3:15])[CH2:9][CH2:10][C:11]([OH:13])=[O:12])[CH2:6][CH2:5]1, predict the reactants needed to synthesize it. The reactants are: [OH:1][C@@H:2]1[CH2:26][C@H:25]2[C@:20]([CH3:61])([CH2:21][CH2:22][C@H:23]([O:27][CH2:28][CH2:29][N:30]([C:32]3[CH:37]=[CH:36][C:35]([C@H:38]4[CH2:55][C@@:53]5([CH3:54])[C@@H:49]([CH2:50][CH2:51][C@:52]5([OH:59])[C:56]#[C:57][CH3:58])[C@H:48]5[C:39]4=[C:40]4[C:45]([CH2:46][CH2:47]5)=[CH:44][C:43](=[O:60])[CH2:42][CH2:41]4)=[CH:34][CH:33]=3)[CH3:31])[CH2:24]2)[C@@H:19]2[C@@H:3]1[C@H:4]1[C@:16]([CH3:63])([C@@H:17]([OH:62])[CH2:18]2)[C@@H:7]([C@H:8]([CH3:15])[CH2:9][CH2:10][C:11]([O:13]C)=[O:12])[CH2:6][CH2:5]1.[OH-].[K+].Cl. (4) The reactants are: [F:1][C:2]1[CH:3]=[C:4]([N+:9]([O-:11])=[O:10])[CH:5]=[CH:6][C:7]=1F.[C:12]([C:16]1[CH:21]=[CH:20][C:19]([OH:22])=[CH:18][CH:17]=1)([CH3:15])([CH3:14])[CH3:13].C([O-])([O-])=O.[K+].[K+]. Given the product [C:12]([C:16]1[CH:17]=[CH:18][C:19]([O:22][C:7]2[CH:6]=[CH:5][C:4]([N+:9]([O-:11])=[O:10])=[CH:3][C:2]=2[F:1])=[CH:20][CH:21]=1)([CH3:15])([CH3:13])[CH3:14], predict the reactants needed to synthesize it. (5) Given the product [Cl:3][C:9]1[CH:10]=[C:11]([CH3:18])[C:12]([C:13]([O:15][CH2:16][CH3:17])=[O:14])=[C:7]([CH3:6])[N:8]=1, predict the reactants needed to synthesize it. The reactants are: O=P(Cl)(Cl)[Cl:3].[CH3:6][C:7]1[NH:8][C:9](=O)[CH:10]=[C:11]([CH3:18])[C:12]=1[C:13]([O:15][CH2:16][CH3:17])=[O:14]. (6) Given the product [CH3:29][O:28][C:18]1[CH:17]=[C:16]([NH:12][C:10]2[N:11]=[C:7]3[CH:6]=[CH:5][CH:4]=[C:3]([C:2]([F:1])([F:13])[F:14])[N:8]3[N:9]=2)[CH:21]=[CH:20][C:19]=1[N:22]1[CH:26]=[C:25]([CH3:27])[N:24]=[CH:23]1, predict the reactants needed to synthesize it. The reactants are: [F:1][C:2]([F:14])([F:13])[C:3]1[N:8]2[N:9]=[C:10]([NH2:12])[N:11]=[C:7]2[CH:6]=[CH:5][CH:4]=1.Br[C:16]1[CH:21]=[CH:20][C:19]([N:22]2[CH:26]=[C:25]([CH3:27])[N:24]=[CH:23]2)=[C:18]([O:28][CH3:29])[CH:17]=1.C(Cl)Cl. (7) Given the product [Cl:4][C:5]1[CH:6]=[CH:7][C:8]([C:11]2([C:15]3[C:24]4[C:19](=[CH:20][C:21]([O:25][CH2:2][CH2:1][NH2:3])=[CH:22][CH:23]=4)[CH2:18][CH2:17][N:16]=3)[CH2:14][CH2:13][CH2:12]2)=[CH:9][CH:10]=1, predict the reactants needed to synthesize it. The reactants are: [CH2:1]([NH2:3])[CH3:2].[Cl:4][C:5]1[CH:10]=[CH:9][C:8]([C:11]2([C:15]3[C:24]4[C:19](=[CH:20][C:21]([OH:25])=[CH:22][CH:23]=4)[CH2:18][CH2:17][N:16]=3)[CH2:14][CH2:13][CH2:12]2)=[CH:7][CH:6]=1. (8) Given the product [Cl:8][C:6]1[N:5]=[C:4]([C:9]2[CH:14]=[CH:13][C:12]([N+:15]([O-:17])=[O:16])=[CH:11][CH:10]=2)[N:3]=[C:2]([NH:24][CH2:23][CH2:22][S:19]([CH3:18])(=[O:21])=[O:20])[CH:7]=1, predict the reactants needed to synthesize it. The reactants are: Cl[C:2]1[CH:7]=[C:6]([Cl:8])[N:5]=[C:4]([C:9]2[CH:14]=[CH:13][C:12]([N+:15]([O-:17])=[O:16])=[CH:11][CH:10]=2)[N:3]=1.[CH3:18][S:19]([CH2:22][CH2:23][NH2:24])(=[O:21])=[O:20].Cl.C(N(CC)CC)C.C(=O)([O-])[O-].[K+].[K+].